Dataset: Full USPTO retrosynthesis dataset with 1.9M reactions from patents (1976-2016). Task: Predict the reactants needed to synthesize the given product. (1) Given the product [CH2:1]([O:3][C:4]1[N:8]([CH2:9][C:10]2[CH:11]=[CH:12][C:13]([C:16]3[CH:21]=[CH:20][CH:19]=[CH:18][C:17]=3[C:22](=[N:24][OH:25])[NH2:23])=[CH:14][CH:15]=2)[C:7]2[C:26]([C:30]([OH:32])=[O:31])=[CH:27][CH:28]=[CH:29][C:6]=2[N:5]=1)[CH3:2], predict the reactants needed to synthesize it. The reactants are: [CH2:1]([O:3][C:4]1[N:8]([CH2:9][C:10]2[CH:15]=[CH:14][C:13]([C:16]3[CH:21]=[CH:20][CH:19]=[CH:18][C:17]=3[C:22](=[N:24][OH:25])[NH2:23])=[CH:12][CH:11]=2)[C:7]2[C:26]([C:30]([O:32]C)=[O:31])=[CH:27][CH:28]=[CH:29][C:6]=2[N:5]=1)[CH3:2].O.CO.[OH-].[Na+]. (2) Given the product [CH3:13][O:12][C:7]1[CH:6]=[C:5]([CH2:4][C:3]([O:2][CH3:1])=[O:14])[CH:10]=[CH:9][C:8]=1[O:11][C:17]1[C:18]([N+:34]([O-:36])=[O:35])=[C:19]2[C:23](=[CH:24][CH:25]=1)[N:22]([CH2:26][O:27][CH2:28][CH2:29][Si:30]([CH3:32])([CH3:33])[CH3:31])[N:21]=[CH:20]2, predict the reactants needed to synthesize it. The reactants are: [CH3:1][O:2][C:3](=[O:14])[CH2:4][C:5]1[CH:10]=[CH:9][C:8]([OH:11])=[C:7]([O:12][CH3:13])[CH:6]=1.[Na].Cl[C:17]1[C:18]([N+:34]([O-:36])=[O:35])=[C:19]2[C:23](=[CH:24][CH:25]=1)[N:22]([CH2:26][O:27][CH2:28][CH2:29][Si:30]([CH3:33])([CH3:32])[CH3:31])[N:21]=[CH:20]2. (3) Given the product [Br:1][C:2]1[CH:3]=[C:4]2[C:8](=[C:9]([C:11]([NH2:13])=[O:12])[CH:10]=1)[NH:7][N:6]=[C:5]2[CH:14]1[CH2:15][CH2:16][N:17]([S:29]([CH2:27][CH3:28])(=[O:31])=[O:30])[CH2:18][CH2:19]1, predict the reactants needed to synthesize it. The reactants are: [Br:1][C:2]1[CH:3]=[C:4]2[C:8](=[C:9]([C:11]([NH2:13])=[O:12])[CH:10]=1)[NH:7][N:6]=[C:5]2[CH:14]1[CH2:19][CH2:18][NH:17][CH2:16][CH2:15]1.C(N(CC)CC)C.[CH2:27]([S:29](Cl)(=[O:31])=[O:30])[CH3:28]. (4) Given the product [O:11]1[CH2:32][CH2:33][O:34][CH:10]1[C:9]1[CH:12]=[CH:13][C:6]([O:5][Si:4]([CH:1]([CH3:3])[CH3:2])([CH:14]([CH3:16])[CH3:15])[CH:17]([CH3:19])[CH3:18])=[CH:7][CH:8]=1, predict the reactants needed to synthesize it. The reactants are: [CH:1]([Si:4]([CH:17]([CH3:19])[CH3:18])([CH:14]([CH3:16])[CH3:15])[O:5][C:6]1[CH:13]=[CH:12][C:9]([CH:10]=[O:11])=[CH:8][CH:7]=1)([CH3:3])[CH3:2].CC1C=CC(S(O)(=O)=O)=CC=1.O.[CH2:32](O)[CH2:33][OH:34]. (5) The reactants are: Cl.Cl[C:3]1[N:8]=[C:7]([C:9]2([C:13]([OH:15])=O)[CH2:12][CH2:11][CH2:10]2)[CH:6]=[CH:5][CH:4]=1.[CH3:16][O:17][C:18]1[CH:23]=[CH:22][C:21]([CH2:24][CH2:25][NH2:26])=[CH:20][CH:19]=1.Cl.C(N=C=NCCCN(C)C)C. Given the product [CH3:16][O:17][C:18]1[CH:23]=[CH:22][C:21]([CH2:24][CH2:25][NH:26][C:13]([C:9]2([C:7]3[CH:6]=[CH:5][CH:4]=[CH:3][N:8]=3)[CH2:10][CH2:11][CH2:12]2)=[O:15])=[CH:20][CH:19]=1, predict the reactants needed to synthesize it.